Dataset: Forward reaction prediction with 1.9M reactions from USPTO patents (1976-2016). Task: Predict the product of the given reaction. (1) Given the reactants Br[C:2]1[CH:19]=[C:18]([Cl:20])[C:5]([CH2:6][N:7]2[CH2:11][CH2:10][C:9]3([CH2:16][CH2:15][CH2:14][CH2:13][CH2:12]3)[C:8]2=[O:17])=[C:4]([Cl:21])[CH:3]=1.[F:22][C:23]1[CH:28]=[CH:27][C:26](B(O)O)=[CH:25][CH:24]=1, predict the reaction product. The product is: [Cl:21][C:4]1[CH:3]=[C:2]([C:26]2[CH:27]=[CH:28][C:23]([F:22])=[CH:24][CH:25]=2)[CH:19]=[C:18]([Cl:20])[C:5]=1[CH2:6][N:7]1[CH2:11][CH2:10][C:9]2([CH2:16][CH2:15][CH2:14][CH2:13][CH2:12]2)[C:8]1=[O:17]. (2) Given the reactants [F:1][C:2]1[C:7]([O:8][CH3:9])=[CH:6][C:5]([O:10][CH3:11])=[C:4]([F:12])[C:3]=1[C:13]1[C:22]2[N:21]=[CH:20][CH:19]=[N:18][C:17]=2[C:16]([C:23]([OH:25])=O)=[CH:15][CH:14]=1.[CH2:26]([N:28]1[CH2:33][CH2:32][N:31]([CH2:34][C:35]2[N:40]=[CH:39][C:38]([NH2:41])=[CH:37][CH:36]=2)[CH2:30][CH2:29]1)[CH3:27], predict the reaction product. The product is: [CH2:26]([N:28]1[CH2:29][CH2:30][N:31]([CH2:34][C:35]2[N:40]=[CH:39][C:38]([NH:41][C:23]([C:16]3[C:17]4[N:18]=[CH:19][CH:20]=[N:21][C:22]=4[C:13]([C:3]4[C:2]([F:1])=[C:7]([O:8][CH3:9])[CH:6]=[C:5]([O:10][CH3:11])[C:4]=4[F:12])=[CH:14][CH:15]=3)=[O:25])=[CH:37][CH:36]=2)[CH2:32][CH2:33]1)[CH3:27]. (3) Given the reactants [CH2:1]([N:3]([CH2:25][CH3:26])[CH2:4][CH2:5][O:6][C:7]1[CH:12]=[CH:11][C:10]([NH2:13])=[C:9](/[CH:14]=[CH:15]/[C:16]2[C:24]3[C:19](=[CH:20][CH:21]=[CH:22][CH:23]=3)[NH:18][N:17]=2)[CH:8]=1)[CH3:2].C(N(CC)CC)C.[CH3:34][C:35]1[CH:39]=[CH:38][S:37][C:36]=1[C:40](Cl)=[O:41].C(=O)([O-])O.[Na+], predict the reaction product. The product is: [NH:18]1[C:19]2[C:24](=[CH:23][CH:22]=[CH:21][CH:20]=2)[C:16](/[CH:15]=[CH:14]/[C:9]2[CH:8]=[C:7]([O:6][CH2:5][CH2:4][N:3]([CH2:1][CH3:2])[CH2:25][CH3:26])[CH:12]=[CH:11][C:10]=2[NH:13][C:40]([C:36]2[S:37][CH:38]=[CH:39][C:35]=2[CH3:34])=[O:41])=[N:17]1. (4) Given the reactants Br[C:2]1[CH:3]=[CH:4][C:5](O)=[C:6]([C:8]2[CH:17]=[CH:16][C:15]3[C:10](=[CH:11][CH:12]=[C:13]([C:18]4[N:22]([CH:23]5[CH2:28][CH2:27][CH2:26][CH2:25][CH2:24]5)[C:21]5[CH:29]=[CH:30][C:31]([C:33]([OH:35])=[O:34])=[CH:32][C:20]=5[N:19]=4)[CH:14]=3)[N:9]=2)[CH:7]=1.C(OC(C1C=CC2N(C3CCCCC3)C(C3C=CC(N)=C(C=O)C=3)=NC=2C=1)=O)C.[O:66](C1C=CC(C(=O)C)=CC=1)[C:67]1[CH:72]=[CH:71][CH:70]=[CH:69][CH:68]=1.[OH-].[K+], predict the reaction product. The product is: [CH:23]1([N:22]2[C:21]3[CH:29]=[CH:30][C:31]([C:33]([OH:35])=[O:34])=[CH:32][C:20]=3[N:19]=[C:18]2[C:13]2[CH:14]=[C:15]3[C:10](=[CH:11][CH:12]=2)[N:9]=[C:8]([C:6]2[CH:5]=[CH:4][C:3]([O:66][C:67]4[CH:72]=[CH:71][CH:70]=[CH:69][CH:68]=4)=[CH:2][CH:7]=2)[CH:17]=[CH:16]3)[CH2:24][CH2:25][CH2:26][CH2:27][CH2:28]1. (5) Given the reactants [NH2:1][C:2]1[CH:3]=[C:4]2[C:9](=[C:10](/[CH:12]=[CH:13]/[CH2:14][OH:15])[CH:11]=1)[N:8]=[CH:7][C:6](C#N)=[C:5]2[NH:18][C:19]1[CH:24]=[CH:23][C:22]([F:25])=[C:21]([Cl:26])[CH:20]=1.[CH2:27](O)[CH3:28].[NH:30]1[C:34]([CH:35]=O)=[CH:33][N:32]=[CH:31]1.C(O[BH-](OC(=O)C)OC(=O)C)(=O)C.[Na+], predict the reaction product. The product is: [Cl:26][C:21]1[CH:20]=[C:19]([NH:18][C:5]2[C:4]3[C:9](=[C:10](/[CH:12]=[CH:13]/[CH2:14][OH:15])[CH:11]=[C:2]([NH:1][CH2:35][C:34]4[NH:30][CH:31]=[N:32][CH:33]=4)[CH:3]=3)[CH:28]=[CH:27][C:6]=2[C:7]#[N:8])[CH:24]=[CH:23][C:22]=1[F:25]. (6) Given the reactants [C:1]([C:3]1[CH:4]=[C:5]([S:10]C(=O)N(CC)CC)[CH:6]=[C:7]([CH3:9])[CH:8]=1)#[N:2].[OH-].[Na+], predict the reaction product. The product is: [C:1]([C:3]1[CH:4]=[C:5]([SH:10])[CH:6]=[C:7]([CH3:9])[CH:8]=1)#[N:2].